This data is from Reaction yield outcomes from USPTO patents with 853,638 reactions. The task is: Predict the reaction yield, written as a fraction of the theoretical maximum amount of product (1.0 means a 100% yield; for example, 0.34 means a 34% yield). (1) The reactants are CS(O[CH:6]1[CH2:11][CH2:10][O:9][CH:8]([C:12]2[CH:17]=[CH:16][C:15]([Cl:18])=[CH:14][CH:13]=2)[CH2:7]1)(=O)=O.C([O-])([O-])=O.[K+].[K+].[F:25][C:26]([F:35])([F:34])[C:27]1[CH:28]=[C:29]([SH:33])[CH:30]=[CH:31][CH:32]=1. The catalyst is CN(C=O)C.O. The product is [Cl:18][C:15]1[CH:14]=[CH:13][C:12]([CH:8]2[CH2:7][CH:6]([S:33][C:29]3[CH:30]=[CH:31][CH:32]=[C:27]([C:26]([F:25])([F:34])[F:35])[CH:28]=3)[CH2:11][CH2:10][O:9]2)=[CH:17][CH:16]=1. The yield is 0.487. (2) The reactants are C([O:5][C:6](=[O:21])[CH2:7][N:8]1[CH2:14][C:13]2[CH:15]=[C:16]([Br:19])[CH:17]=[N:18][C:12]=2[NH:11][C:10](=[O:20])[CH2:9]1)(C)(C)C.C(O)(C(F)(F)F)=O.C(Cl)[Cl:30]. No catalyst specified. The product is [ClH:30].[Br:19][C:16]1[CH:17]=[N:18][C:12]2[NH:11][C:10](=[O:20])[CH2:9][N:8]([CH2:7][C:6]([OH:21])=[O:5])[CH2:14][C:13]=2[CH:15]=1. The yield is 0.980.